Task: Predict the reaction yield, written as a fraction of the theoretical maximum amount of product (1.0 means a 100% yield; for example, 0.34 means a 34% yield).. Dataset: Reaction yield outcomes from USPTO patents with 853,638 reactions (1) The reactants are [Cl-].O[NH3+:3].[C:4](=[O:7])([O-])[OH:5].[Na+].CS(C)=O.[CH:13]1([CH2:16][O:17][C:18]2[N:23]=[CH:22][C:21]([C:24]3[C:29](=[O:30])[N:28]([CH2:31][C:32]4[CH:37]=[CH:36][C:35]([C:38]5[C:39]([C:44]#[N:45])=[CH:40][CH:41]=[CH:42][CH:43]=5)=[CH:34][CH:33]=4)[C:27]([CH2:46][CH2:47][CH3:48])=[N:26][C:25]=3[CH2:49][CH3:50])=[CH:20][CH:19]=2)[CH2:15][CH2:14]1. The catalyst is C(OCC)(=O)C. The product is [CH:13]1([CH2:16][O:17][C:18]2[N:23]=[CH:22][C:21]([C:24]3[C:29](=[O:30])[N:28]([CH2:31][C:32]4[CH:37]=[CH:36][C:35]([C:38]5[CH:43]=[CH:42][CH:41]=[CH:40][C:39]=5[C:44]5[NH:3][C:4](=[O:7])[O:5][N:45]=5)=[CH:34][CH:33]=4)[C:27]([CH2:46][CH2:47][CH3:48])=[N:26][C:25]=3[CH2:49][CH3:50])=[CH:20][CH:19]=2)[CH2:15][CH2:14]1. The yield is 0.570. (2) The reactants are [C:1]([C:4]1[O:8][C:7]([C:9]2[C:17]3[C:12](=[CH:13][CH:14]=[CH:15][CH:16]=3)[N:11]([CH2:18][CH2:19][C:20]3[CH:25]=[CH:24][CH:23]=[CH:22][CH:21]=3)[N:10]=2)=[CH:6][CH:5]=1)([OH:3])=[O:2].[CH2:26](O)[CH3:27].C1(C)C=CC=CC=1.S(=O)(=O)(O)O. The catalyst is ClCCl.CCCCCC.O. The product is [CH2:26]([O:2][C:1]([C:4]1[O:8][C:7]([C:9]2[C:17]3[C:12](=[CH:13][CH:14]=[CH:15][CH:16]=3)[N:11]([CH2:18][CH2:19][C:20]3[CH:25]=[CH:24][CH:23]=[CH:22][CH:21]=3)[N:10]=2)=[CH:6][CH:5]=1)=[O:3])[CH3:27]. The yield is 0.460. (3) The reactants are [CH3:1][O:2][C:3]1[CH:43]=[CH:42][C:6]([CH2:7][N:8]([CH2:33][C:34]2[CH:39]=[CH:38][C:37]([O:40][CH3:41])=[CH:36][CH:35]=2)[C:9]2[N:14]=[C:13]([CH3:15])[N:12]=[C:11]([C:16]3[CH:17]=[C:18]([CH2:31][OH:32])[CH:19]=[N:20][C:21]=3[NH:22][C:23]3[CH:24]=[N:25][C:26]([O:29][CH3:30])=[CH:27][CH:28]=3)[N:10]=2)=[CH:5][CH:4]=1.C(N(CC)CC)C.[CH3:51][S:52](Cl)(=[O:54])=[O:53].O. The catalyst is ClCCl. The product is [CH3:51][S:52]([O:32][CH2:31][C:18]1[CH:19]=[N:20][C:21]([NH:22][C:23]2[CH:24]=[N:25][C:26]([O:29][CH3:30])=[CH:27][CH:28]=2)=[C:16]([C:11]2[N:10]=[C:9]([N:8]([CH2:7][C:6]3[CH:5]=[CH:4][C:3]([O:2][CH3:1])=[CH:43][CH:42]=3)[CH2:33][C:34]3[CH:35]=[CH:36][C:37]([O:40][CH3:41])=[CH:38][CH:39]=3)[N:14]=[C:13]([CH3:15])[N:12]=2)[CH:17]=1)(=[O:54])=[O:53]. The yield is 0.820. (4) The reactants are Cl[C:2]1[CH:3]=[C:4]2[C:8](=[C:9]([Cl:11])[CH:10]=1)[C:7](=[O:12])[N:6]([CH2:13][C:14]1[CH:19]=[CH:18][C:17]([Br:20])=[CH:16][CH:15]=1)[CH2:5]2.C(=O)([O-])[O-].[Cs+].[Cs+].[F:27][C:28]([F:32])([F:31])[CH2:29][OH:30]. The catalyst is C1(C)C=CC=CC=1.C([O-])(=O)C.[Pd+2].C([O-])(=O)C.C(P(C(C)(C)C)C1C=CC2C(=CC=CC=2)C=1C1C2C(=CC=CC=2)C=CC=1)(C)(C)C. The product is [F:27][C:28]([F:32])([F:31])[CH2:29][O:30][C:2]1[CH:3]=[C:4]2[C:8](=[C:9]([Cl:11])[CH:10]=1)[C:7](=[O:12])[N:6]([CH2:13][C:14]1[CH:19]=[CH:18][C:17]([Br:20])=[CH:16][CH:15]=1)[CH2:5]2. The yield is 0.640. (5) The reactants are [CH2:1]([O:8][C:9]1[CH:32]=[CH:31][C:12]([C:13]([C@@H:15]2[CH2:19][CH2:18][C:17](=[O:20])[N:16]2[CH2:21][CH2:22][NH:23][C:24](=[O:30])[O:25][C:26]([CH3:29])([CH3:28])[CH3:27])=[O:14])=[C:11]([CH3:33])[CH:10]=1)[C:2]1[CH:7]=[CH:6][CH:5]=[CH:4][CH:3]=1. The catalyst is C1COCC1. The product is [CH2:1]([O:8][C:9]1[CH:32]=[CH:31][C:12]([C@@H:13]([OH:14])[C@@H:15]2[CH2:19][CH2:18][C:17](=[O:20])[N:16]2[CH2:21][CH2:22][NH:23][C:24](=[O:30])[O:25][C:26]([CH3:28])([CH3:29])[CH3:27])=[C:11]([CH3:33])[CH:10]=1)[C:2]1[CH:3]=[CH:4][CH:5]=[CH:6][CH:7]=1. The yield is 0.924. (6) The reactants are [CH3:1][C@@H:2]1[CH2:6][N:5]([C:7]([O:9][C:10]([CH3:13])([CH3:12])[CH3:11])=[O:8])[C@H:4]([C:14]([O:16][CH2:17][C:18]([C:20]2[CH:21]=[CH:22][C:23]3[C:32]4[CH:31]=[C:30]5[CH2:33][CH2:34][CH:35](Br)[C:36](=[O:37])[C:29]5=[CH:28][C:27]=4[O:26][CH2:25][C:24]=3[CH:39]=2)=[O:19])=[O:15])[CH2:3]1.[C:40]([O:44][C:45]([N:47]1[CH2:51][C@@H:50]([CH2:52][O:53][CH3:54])[CH2:49][C@H:48]1[C:55]([OH:57])=[O:56])=[O:46])([CH3:43])([CH3:42])[CH3:41].C([O-])([O-])=O.[Cs+].[Cs+]. The catalyst is C(Cl)Cl. The product is [CH3:1][C@@H:2]1[CH2:6][N:5]([C:7]([O:9][C:10]([CH3:13])([CH3:12])[CH3:11])=[O:8])[C@H:4]([C:14]([O:16][CH2:17][C:18]([C:20]2[CH:21]=[CH:22][C:23]3[C:32]4[CH:31]=[C:30]5[CH2:33][CH2:34][CH:35]([O:57][C:55]([C@@H:48]6[CH2:49][C@H:50]([CH2:52][O:53][CH3:54])[CH2:51][N:47]6[C:45]([O:44][C:40]([CH3:43])([CH3:42])[CH3:41])=[O:46])=[O:56])[C:36](=[O:37])[C:29]5=[CH:28][C:27]=4[O:26][CH2:25][C:24]=3[CH:39]=2)=[O:19])=[O:15])[CH2:3]1. The yield is 0.710.